Dataset: Full USPTO retrosynthesis dataset with 1.9M reactions from patents (1976-2016). Task: Predict the reactants needed to synthesize the given product. Given the product [ClH:23].[ClH:23].[CH3:12][O:11][C:9](=[O:10])[C@H:8]([CH2:7][C:3]1[CH:2]=[N:1][CH:6]=[CH:5][CH:4]=1)[NH2:19], predict the reactants needed to synthesize it. The reactants are: [N:1]1[CH:6]=[CH:5][CH:4]=[C:3]([CH2:7][C:8]([NH:19]C(=O)C)(C(OCC)=O)[C:9]([O:11][CH2:12]C)=[O:10])[CH:2]=1.[ClH:23].